This data is from Experimentally validated miRNA-target interactions with 360,000+ pairs, plus equal number of negative samples. The task is: Binary Classification. Given a miRNA mature sequence and a target amino acid sequence, predict their likelihood of interaction. (1) The miRNA is mmu-miR-291b-3p with sequence AAAGUGCAUCCAUUUUGUUUGU. The protein sequence of the target gene is MAHAASQLKKNRDLEINAEEEPEKKRKHRKRSRDRKKKSDANASYLRAARAGHLEKALDYIKNGVDINICNQNGLNALHLASKEGHVEVVSELLQREANVDAATKKGNTALHIASLAGQAEVVKVLVTNGANVNAQSQNGFTPLYMAAQENHLEVVKFLLDNGASQSLATEDGFTPLAVALQQGHDQVVSLLLENDTKGKVRLPALHIAARKDDTKAAALLLQNDNNADVESKSGFTPLHIAAHYGNINVATLLLNRAAAVDFTARNDITPLHVASKRGNANMVKLLLDRGAKIDAKTRD.... Result: 0 (no interaction). (2) The protein sequence of the target gene is MLPGVGVFGTSLTARVIIPLLKDEGFAVKALWGRTQEEAEELAKEMSVPFYTSRIDEVLLHQDVDLVCINLPPPLTRQIAVKTLGIGKNVICDRTATPLDAFRMMSAAHYYPKLMSIMGNVLRFLPAFVRMKQLIEEGYVGELLVCEVQVHSGSLLGKKYNWSCDDLMGGGGLHSVGTYIIDLLTFLTGQKAVKVHGLLKTFVKQTDHIKGIRQITSDDFCTFQMVLEGGVCCTVTLNFNVPGEFKQDVTVVGSAGRLLAVGTDLYGQRNSAPEQELLLQDTTSVSNSLLPEKAFSDIPS.... Result: 1 (interaction). The miRNA is mmu-miR-466m-3p with sequence UACAUACACACAUACACACGCA. (3) The miRNA is hsa-miR-548ah-3p with sequence CAAAAACUGCAGUUACUUUUGC. The protein sequence of the target gene is MSFSEMNRRTLAFRGGGLVTASGGGSTNNNAGGEASAWPPQPQPRQPPPPAPPALQPPNGRGADEEVELEGLEPQDLEASAGPAAGAAEEAKELLLPQDAGGPTSLGGGAGGPLLAERNRRTLAFRGGGGGGLGNNGSSRGRPETSVWPLRHFNGRGPATVDLELDALEGKELMQDGASLSDSTEDEEEGASLGDGSGAEGGSCSSSRRSGGDGGDEVEGSGVGAGEGETVQHFPLARPKSLMQKLQCSFQTSWLKDFPWLRYSKDTGLMSCGWCQKTPADGGSVDLPPVGHDELSRGTR.... Result: 1 (interaction). (4) The miRNA is hsa-miR-519d-3p with sequence CAAAGUGCCUCCCUUUAGAGUG. The protein sequence of the target gene is MEPENDTGISEFVLLGLSEEPELQPFLFGLFLSMYLVTVLGNLLIILATISDSHLHTPMYFFLSNLSFADICFISTTIPKMLINIQTQSRVITYAGCITQMCFFVLFGGLDSLLLAVMAYDRFVAICHPLHYTVIMNPRLCGLLVLASWMIAALNSLSQSLMVLWLSFCTDLEIPHFFCELNQVIHLACSDTFLNDMGMYFAAGLLAGGPLVGILCSYSKIVSSIRAISSAQGKYKAFSTCASHLSVVSLFCCTGLGVYLTSAATHNSHTSATASVMYTVATPMLNPFIYSLRNKDIKRA.... Result: 0 (no interaction). (5) The miRNA is mmu-miR-3091-3p with sequence CGGGCCUGACCAGUCUCAAGAC. The protein sequence of the target gene is MSGPGTAAVALLPAVLLALLAPWAGRGGAAAPTAPNGTLEAELERRWESLVALSLARLPVAAQPKEAAVQSGAGDYLLGIKRLRRLYCNVGIGFHLQALPDGRIGGAHADTRDSLLELSPVERGVVSIFGVASRFFVAMSSKGKLYGSPFFTDECTFKEILLPNNYNAYESYKYPGMFIALSKNGKTKKGNRVSPTMKVTHFLPRL. Result: 0 (no interaction). (6) The miRNA is hsa-miR-218-5p with sequence UUGUGCUUGAUCUAACCAUGU. The protein sequence of the target gene is MCSSVAAKLWFLTDRRIREDYPQKEILRALKAKCCEEELDFRAVVMDEVVLTIEQGNLGLRINGELITAYPQVVVVRVPTPWVQSDSDITVLRHLEKMGCRLMNRPQAILNCVNKFWTFQELAGHGVPLPDTFSYGGHENFAKMIDEAEVLEFPMVVKNTRGHRGKAVFLARDKHHLADLSHLIRHEAPYLFQKYVKESHGRDVRVIVVGGRVVGTMLRCSTDGRMQSNCSLGGVGMMCSLSEQGKQLAIQVSNILGMDVCGIDLLMKDDGSFCVCEANANVGFIAFDKACNLDVAGIIA.... Result: 1 (interaction).